This data is from TCR-epitope binding with 47,182 pairs between 192 epitopes and 23,139 TCRs. The task is: Binary Classification. Given a T-cell receptor sequence (or CDR3 region) and an epitope sequence, predict whether binding occurs between them. (1) The epitope is ILHCANFNV. The TCR CDR3 sequence is CAGTSGRAPYQETQYF. Result: 0 (the TCR does not bind to the epitope). (2) The epitope is FLKEKGGL. The TCR CDR3 sequence is CASSLNLRGSSGNTIYF. Result: 1 (the TCR binds to the epitope). (3) The TCR CDR3 sequence is CSVGADGTNEKLFF. Result: 0 (the TCR does not bind to the epitope). The epitope is VTIAEILLI.